The task is: Predict the reactants needed to synthesize the given product.. This data is from Full USPTO retrosynthesis dataset with 1.9M reactions from patents (1976-2016). Given the product [Br:1][C:2]1[CH:10]=[C:9]2[C:5]([CH2:6][CH2:7][C:8]2=[O:11])=[C:4]([C:12]([NH:26][CH2:27][C:28]([O:30][C:31]([CH3:34])([CH3:33])[CH3:32])=[O:29])=[O:14])[CH:3]=1, predict the reactants needed to synthesize it. The reactants are: [Br:1][C:2]1[CH:3]=[C:4]([C:12]([OH:14])=O)[C:5]2[CH2:6][CH2:7][C:8](=[O:11])[C:9]=2[CH:10]=1.O.ON1C2C=CC=CC=2N=N1.[NH2:26][CH2:27][C:28]([O:30][C:31]([CH3:34])([CH3:33])[CH3:32])=[O:29].